This data is from Catalyst prediction with 721,799 reactions and 888 catalyst types from USPTO. The task is: Predict which catalyst facilitates the given reaction. (1) Reactant: [F:1][C:2]1[CH:3]=[CH:4][C:5]([OH:35])=[C:6]([C:8]2[N:17]=[C:16]([NH:18][C@@H:19]3[CH2:23]B(C(OC(C)(C)C)=O)[C@@H:21](C(OC)=O)[CH2:20]3)[C:15]3[C:10](=[CH:11][CH:12]=[CH:13][CH:14]=3)[N:9]=2)[CH:7]=1.[Cl-].[NH4+:37]. Product: [F:1][C:2]1[CH:3]=[CH:4][C:5]([OH:35])=[C:6]([C:8]2[N:17]=[C:16]([NH:18][C@H:19]3[CH2:20][C@H:21]([C:5]([OH:35])([CH3:6])[CH3:4])[NH:37][CH2:23]3)[C:15]3[C:10](=[CH:11][CH:12]=[CH:13][CH:14]=3)[N:9]=2)[CH:7]=1. The catalyst class is: 385. (2) The catalyst class is: 8. Reactant: [CH3:1][O:2][C:3]1[N:7]([CH3:8])[N:6]=[C:5]([CH3:9])[C:4]=1[C:10]#[N:11].[Cl-].[NH2:13][OH:14].C(=O)([O-])[O-].[K+].[K+]. Product: [OH:14][N:13]=[C:10]([C:4]1[C:5]([CH3:9])=[N:6][N:7]([CH3:8])[C:3]=1[O:2][CH3:1])[NH2:11]. (3) Reactant: [NH2:1][C:2]1[CH:17]=[CH:16][C:5]([C:6]([O:8][CH2:9][C:10]2[CH:15]=[CH:14][CH:13]=[CH:12][CH:11]=2)=[O:7])=[CH:4][C:3]=1[NH:18][C:19]([CH3:38])([CH2:21][CH2:22][N:23]([C:31]([O:33][C:34]([CH3:37])([CH3:36])[CH3:35])=[O:32])[C:24]([O:26][C:27]([CH3:30])([CH3:29])[CH3:28])=[O:25])[CH3:20].[C:39]([O:43][CH2:44]C)(=[O:42])[CH:40]=O.C1(C)C=CC=CC=1. Product: [CH3:44][O:43][C:39]([C:40]1[N:18]([C:19]([CH3:38])([CH2:21][CH2:22][N:23]([C:31]([O:33][C:34]([CH3:37])([CH3:36])[CH3:35])=[O:32])[C:24]([O:26][C:27]([CH3:29])([CH3:28])[CH3:30])=[O:25])[CH3:20])[C:3]2[CH:4]=[C:5]([C:6]([O:8][CH2:9][C:10]3[CH:11]=[CH:12][CH:13]=[CH:14][CH:15]=3)=[O:7])[CH:16]=[CH:17][C:2]=2[N:1]=1)=[O:42]. The catalyst class is: 5. (4) Reactant: [C:1]1([CH2:7][CH2:8][CH2:9][C:10]([OH:12])=O)[CH:6]=[CH:5][CH:4]=[CH:3][CH:2]=1.C1C=CC2N(O)N=NC=2C=1.CN(C(ON1N=NC2C=CC=CC1=2)=[N+](C)C)C.F[P-](F)(F)(F)(F)F.C(N(CC)CC)C.Cl.[C:55]([C:58]1([C:64]2[CH:69]=[CH:68][CH:67]=[CH:66][CH:65]=2)[CH2:63][CH2:62][NH:61][CH2:60][CH2:59]1)(=[O:57])[CH3:56]. Product: [C:55]([C:58]1([C:64]2[CH:69]=[CH:68][CH:67]=[CH:66][CH:65]=2)[CH2:59][CH2:60][N:61]([C:10](=[O:12])[CH2:9][CH2:8][CH2:7][C:1]2[CH:2]=[CH:3][CH:4]=[CH:5][CH:6]=2)[CH2:62][CH2:63]1)(=[O:57])[CH3:56]. The catalyst class is: 39. (5) Reactant: F[C:2]1[CH:7]=[CH:6][CH:5]=[CH:4][C:3]=1[NH:8][C:9]([C:11]1[NH:12][CH:13]=[CH:14][N:15]=1)=[O:10].[H-].[Na+].CO.C(Cl)Cl. Product: [CH:13]1[N:12]2[C:4]3[C:3]([NH:8][C:9](=[O:10])[C:11]2=[N:15][CH:14]=1)=[CH:2][CH:7]=[CH:6][CH:5]=3. The catalyst class is: 80.